This data is from Forward reaction prediction with 1.9M reactions from USPTO patents (1976-2016). The task is: Predict the product of the given reaction. (1) Given the reactants N([O-])=O.[Na+].[NH2:5][C:6]1[CH:18]=[C:17]2[C:9]([C:10]3[CH:11]=[CH:12][CH:13]=[C:14]([C:20]([NH:22][C:23]4[CH:28]=[CH:27][CH:26]=[CH:25][C:24]=4[N:29]4[CH:33]=[CH:32][CH:31]=[N:30]4)=[O:21])[C:15]=3[C:16]2=[O:19])=[CH:8][CH:7]=1.[N-:34]=[N+:35]=[N-].[Na+], predict the reaction product. The product is: [N:5]([C:6]1[CH:18]=[C:17]2[C:9]([C:10]3[CH:11]=[CH:12][CH:13]=[C:14]([C:20]([NH:22][C:23]4[CH:28]=[CH:27][CH:26]=[CH:25][C:24]=4[N:29]4[CH:33]=[CH:32][CH:31]=[N:30]4)=[O:21])[C:15]=3[C:16]2=[O:19])=[CH:8][CH:7]=1)=[N+:34]=[N-:35]. (2) Given the reactants Cl[P:2](Cl)Cl.[CH:5]1([Mg]Cl)[CH2:9][CH2:8][CH2:7][CH2:6]1.[CH:12]1(Cl)[CH2:16][CH2:15][CH2:14][CH2:13]1.[Mg].S(=O)(=O)(O)O.[C:24]1([CH3:30])[CH:29]=[CH:28][CH:27]=CC=1, predict the reaction product. The product is: [CH:5]1([P:2]([CH:24]2[CH2:29][CH2:28][CH2:27][CH2:30]2)[CH:12]2[CH2:16][CH2:15][CH2:14][CH2:13]2)[CH2:9][CH2:8][CH2:7][CH2:6]1. (3) Given the reactants [NH:1]1[CH2:6][CH2:5][CH:4]([C:7]([OH:9])=[O:8])[CH2:3][CH2:2]1.[OH-].[Na+].[C:12]([O:16][C:17](O[C:17]([O:16][C:12]([CH3:15])([CH3:14])[CH3:13])=[O:18])=[O:18])([CH3:15])([CH3:14])[CH3:13], predict the reaction product. The product is: [C:12]([O:16][C:17]([N:1]1[CH2:6][CH2:5][CH:4]([C:7]([OH:9])=[O:8])[CH2:3][CH2:2]1)=[O:18])([CH3:15])([CH3:14])[CH3:13]. (4) Given the reactants [C:1](Cl)(Cl)=[O:2].[CH3:5][O:6][C:7]([C:9]1[NH:10][C:11]([C:15]([CH3:18])([CH3:17])[CH3:16])=[CH:12][C:13]=1[NH2:14])=[O:8].N1C=CC=CC=1.[NH2:25][C:26]1[CH:31]=[CH:30][C:29]([CH3:32])=[CH:28][CH:27]=1, predict the reaction product. The product is: [CH3:5][O:6][C:7]([C:9]1[NH:10][C:11]([C:15]([CH3:18])([CH3:17])[CH3:16])=[CH:12][C:13]=1[NH:14][C:1]([NH:25][C:26]1[CH:31]=[CH:30][C:29]([CH3:32])=[CH:28][CH:27]=1)=[O:2])=[O:8]. (5) Given the reactants C[O:2][C:3]([C:5]1[CH:10]=[CH:9][C:8]([O:11][CH2:12][C:13]([F:16])([F:15])[F:14])=[C:7]([C:17]2[CH:22]=[CH:21][C:20]([Cl:23])=[CH:19][CH:18]=2)[N:6]=1)=[O:4].[OH-].[Li+].Cl, predict the reaction product. The product is: [Cl:23][C:20]1[CH:19]=[CH:18][C:17]([C:7]2[N:6]=[C:5]([C:3]([OH:4])=[O:2])[CH:10]=[CH:9][C:8]=2[O:11][CH2:12][C:13]([F:16])([F:14])[F:15])=[CH:22][CH:21]=1. (6) Given the reactants [CH2:1]([N:3]1[CH2:8][C:7]([CH3:10])([CH3:9])[O:6][C:5](=[O:11])[CH2:4]1)[CH3:2].C[Si]([N-][Si](C)(C)C)(C)C.[Li+].Br[C:23]([CH3:32])([CH3:31])[C:24]([O:26][C:27]([CH3:30])([CH3:29])[CH3:28])=[O:25], predict the reaction product. The product is: [CH2:1]([N:3]1[CH2:8][C:7]([CH3:10])([CH3:9])[O:6][C:5](=[O:11])[CH:4]1[C:23]([CH3:32])([CH3:31])[C:24]([O:26][C:27]([CH3:30])([CH3:29])[CH3:28])=[O:25])[CH3:2]. (7) Given the reactants [CH2:1]([C:4]1[N:9]=[C:8]2[S:10][C:11]([CH2:13][O:14][C:15]3[C:16]([F:25])=[C:17]([C:21]([F:24])=[CH:22][CH:23]=3)[C:18]([NH2:20])=[O:19])=[N:12][C:7]2=[CH:6][CH:5]=1)[CH:2]=[CH2:3], predict the reaction product. The product is: [F:25][C:16]1[C:15]([O:14][CH2:13][C:11]2[S:10][C:8]3[C:7]([N:12]=2)=[CH:6][CH:5]=[C:4]([CH2:1][CH2:2][CH3:3])[N:9]=3)=[CH:23][CH:22]=[C:21]([F:24])[C:17]=1[C:18]([NH2:20])=[O:19].